Dataset: Catalyst prediction with 721,799 reactions and 888 catalyst types from USPTO. Task: Predict which catalyst facilitates the given reaction. (1) Product: [Br:16][CH2:13][C:3]1[C:2]([CH3:1])=[N:6][N:5]([C:7]2[CH:12]=[CH:11][CH:10]=[CH:9][CH:8]=2)[N:4]=1. The catalyst class is: 11. Reactant: [CH3:1][C:2]1[C:3]([CH2:13]O)=[N:4][N:5]([C:7]2[CH:12]=[CH:11][CH:10]=[CH:9][CH:8]=2)[N:6]=1.P(Br)(Br)[Br:16].O. (2) Reactant: [CH:1]([C:3]1[CH:26]=[CH:25][C:6]([CH2:7][N:8]2[C:16]([O:17][CH3:18])=[N:15][C:14]3[C:9]2=[N:10][C:11]([O:20][CH2:21][CH2:22][O:23][CH3:24])=[N:12][C:13]=3[NH2:19])=[CH:5][CH:4]=1)=O.[C:27]([N:34]1[CH2:37][CH:36]([NH2:38])[CH2:35]1)([O:29][C:30]([CH3:33])([CH3:32])[CH3:31])=[O:28].C(O)(=O)C.C(O[BH-](OC(=O)C)OC(=O)C)(=O)C.[Na+].O.C(=O)(O)[O-].[Na+]. Product: [C:30]([O:29][C:27]([N:34]1[CH2:37][CH:36]([NH:38][CH2:1][C:3]2[CH:4]=[CH:5][C:6]([CH2:7][N:8]3[C:16]([O:17][CH3:18])=[N:15][C:14]4[C:9]3=[N:10][C:11]([O:20][CH2:21][CH2:22][O:23][CH3:24])=[N:12][C:13]=4[NH2:19])=[CH:25][CH:26]=2)[CH2:35]1)=[O:28])([CH3:33])([CH3:31])[CH3:32]. The catalyst class is: 22. (3) Reactant: [B:10]1([B:10]2[O:14][C:13]([CH3:16])([CH3:15])[C:12]([CH3:18])([CH3:17])[O:11]2)[O:14][C:13]([CH3:16])([CH3:15])[C:12]([CH3:18])([CH3:17])[O:11]1.C([O-])(=O)C.[K+].ClCCl.Br[C:28]1[CH:29]=[N:30][N:31]([CH:33]2[CH2:38][CH2:37][CH:36]([C:39]([O:41][CH2:42][CH3:43])=[O:40])[CH2:35][CH2:34]2)[CH:32]=1. Product: [CH3:16][C:13]1([CH3:15])[C:12]([CH3:17])([CH3:18])[O:11][B:10]([C:28]2[CH:29]=[N:30][N:31]([CH:33]3[CH2:34][CH2:35][CH:36]([C:39]([O:41][CH2:42][CH3:43])=[O:40])[CH2:37][CH2:38]3)[CH:32]=2)[O:14]1. The catalyst class is: 117. (4) Reactant: C1C(=O)N(Br)C(=O)C1.[Cl:9][C:10]1[N:15]=[C:14]([CH2:16][C:17]([C:19]2[C:20]([F:37])=[C:21]([NH:25][S:26]([C:29]3[CH:34]=[C:33]([F:35])[CH:32]=[CH:31][C:30]=3[F:36])(=[O:28])=[O:27])[CH:22]=[CH:23][CH:24]=2)=O)[CH:13]=[CH:12][N:11]=1.[NH2:38][C:39]([N:41]1[CH2:46][CH2:45][N:44]([C:47]([O:49][C:50]([CH3:53])([CH3:52])[CH3:51])=[O:48])[CH2:43][CH2:42]1)=[S:40].O. Product: [Cl:9][C:10]1[N:15]=[C:14]([C:16]2[S:40][C:39]([N:41]3[CH2:42][CH2:43][N:44]([C:47]([O:49][C:50]([CH3:53])([CH3:52])[CH3:51])=[O:48])[CH2:45][CH2:46]3)=[N:38][C:17]=2[C:19]2[CH:24]=[CH:23][CH:22]=[C:21]([NH:25][S:26]([C:29]3[CH:34]=[C:33]([F:35])[CH:32]=[CH:31][C:30]=3[F:36])(=[O:28])=[O:27])[C:20]=2[F:37])[CH:13]=[CH:12][N:11]=1. The catalyst class is: 44. (5) The catalyst class is: 22. Reactant: [CH3:1][C:2]1[CH:7]=[CH:6][C:5]([O:8][CH2:9][C:10]2[C:11]([CH3:22])=[C:12]([C:16]3[CH:21]=[CH:20][CH:19]=[CH:18][CH:17]=3)[CH:13]=[CH:14][CH:15]=2)=[CH:4][N:3]=1.C(=O)(O)[O-:24].[Na+].ClC1C=CC=C(C(OO)=O)C=1.C(OCC)(=O)C. Product: [CH3:1][C:2]1[CH:7]=[CH:6][C:5]([O:8][CH2:9][C:10]2[C:11]([CH3:22])=[C:12]([C:16]3[CH:21]=[CH:20][CH:19]=[CH:18][CH:17]=3)[CH:13]=[CH:14][CH:15]=2)=[CH:4][N+:3]=1[O-:24]. (6) Reactant: [CH3:1][O:2][C:3]1[CH:4]=[CH:5][CH:6]=[C:7]2[C:12]=1[CH2:11][CH:10]([NH:13][CH2:14][CH2:15][CH3:16])[CH2:9][CH2:8]2.CCN(CC)CC.[S:24]1[CH:28]=[CH:27][CH:26]=[C:25]1[CH2:29][C:30](Cl)=[O:31]. Product: [CH3:1][O:2][C:3]1[CH:4]=[CH:5][CH:6]=[C:7]2[C:12]=1[CH2:11][CH:10]([N:13]([CH2:14][CH2:15][CH3:16])[C:30](=[O:31])[CH2:29][C:25]1[S:24][CH:28]=[CH:27][CH:26]=1)[CH2:9][CH2:8]2. The catalyst class is: 22.